This data is from Full USPTO retrosynthesis dataset with 1.9M reactions from patents (1976-2016). The task is: Predict the reactants needed to synthesize the given product. (1) Given the product [O:7]=[C:8]1[CH:13]=[CH:12][C:11]([C:14]2[C:23]3[C:18](=[CH:19][C:20]([O:29][CH3:30])=[C:21]4[O:26][C:25]([CH3:28])([CH3:27])[CH2:24][C:22]4=3)[CH2:17][C:16]([CH3:31])([CH3:32])[N:15]=2)=[CH:10][N:9]1[CH2:33][C:34]1[CH:35]=[CH:36][C:37]([C:38]([NH2:2])=[O:39])=[CH:41][CH:42]=1, predict the reactants needed to synthesize it. The reactants are: C[N:2](C)C=O.Cl.[O:7]=[C:8]1[CH:13]=[CH:12][C:11]([C:14]2[C:23]3[C:18](=[CH:19][C:20]([O:29][CH3:30])=[C:21]4[O:26][C:25]([CH3:28])([CH3:27])[CH2:24][C:22]4=3)[CH2:17][C:16]([CH3:32])([CH3:31])[N:15]=2)=[CH:10][N:9]1[CH2:33][C:34]1[CH:42]=[CH:41][C:37]([C:38](O)=[O:39])=[CH:36][CH:35]=1.C(Cl)(=O)C(Cl)=O. (2) Given the product [F:6][C:7]1[CH:12]=[CH:11][C:10]([O:13][C@H:18]2[CH:17]=[CH:5][C:1]3[C:2](=[CH:5][CH:1]=[CH:2][CH:3]=3)[C@@H:3]2[OH:4])=[CH:9][CH:8]=1, predict the reactants needed to synthesize it. The reactants are: [CH2:1]1[CH2:5][O:4][CH2:3][CH2:2]1.[F:6][C:7]1[CH:12]=[CH:11][C:10]([OH:13])=[CH:9][CH:8]=1.C(O[CH2:17][CH3:18])C. (3) Given the product [Cl:3][CH2:6][CH2:7][N:8]1[CH2:12][CH2:11][CH2:10][C:9]1=[O:13], predict the reactants needed to synthesize it. The reactants are: S(Cl)([Cl:3])=O.O[CH2:6][CH2:7][N:8]1[CH2:12][CH2:11][CH2:10][C:9]1=[O:13]. (4) Given the product [NH:2]([C:10]([O:11][CH2:12][C:13]1[CH:18]=[CH:17][CH:16]=[CH:15][CH:14]=1)=[O:19])[NH:1][C:3]([O:5][C:6]([CH3:9])([CH3:8])[CH3:7])=[O:4], predict the reactants needed to synthesize it. The reactants are: [NH:1]([C:3]([O:5][C:6]([CH3:9])([CH3:8])[CH3:7])=[O:4])[NH2:2].[C:10](Cl)(=[O:19])[O:11][CH2:12][C:13]1[CH:18]=[CH:17][CH:16]=[CH:15][CH:14]=1.C([O-])(O)=O.[Na+]. (5) Given the product [CH3:39][N:10]([CH3:9])[C:11]([C:13]1[CH:14]=[CH:15][C:16]([C:19]2[N:24]=[C:23]3[O:25][C:26]4[C:31]([CH:32]([C:33]5([C:34]([O:36][CH3:37])=[O:35])[CH2:4][CH2:38]5)[C:22]3=[CH:21][CH:20]=2)=[CH:30][CH:29]=[CH:28][CH:27]=4)=[CH:17][CH:18]=1)=[O:12], predict the reactants needed to synthesize it. The reactants are: [H-].[Na+].[I-].[CH3:4][S+](C)(C)=O.[CH3:9][N:10]([CH3:39])[C:11]([C:13]1[CH:18]=[CH:17][C:16]([C:19]2[N:24]=[C:23]3[O:25][C:26]4[C:31]([CH:32]([C:33](=[CH2:38])[C:34]([O:36][CH3:37])=[O:35])[C:22]3=[CH:21][CH:20]=2)=[CH:30][CH:29]=[CH:28][CH:27]=4)=[CH:15][CH:14]=1)=[O:12]. (6) Given the product [Si:7]([O:14][CH2:15][CH2:16][CH:17]1[C:22]2[CH:23]=[CH:24][C:25]([C:27]([N:32]([CH3:33])[CH3:30])=[O:29])=[CH:26][C:21]=2[CH2:20][CH2:19][O:18]1)([C:10]([CH3:13])([CH3:12])[CH3:11])([CH3:9])[CH3:8], predict the reactants needed to synthesize it. The reactants are: ClC(OCC)=O.[Si:7]([O:14][CH2:15][CH2:16][CH:17]1[C:22]2[CH:23]=[CH:24][C:25]([C:27]([OH:29])=O)=[CH:26][C:21]=2[CH2:20][CH2:19][O:18]1)([C:10]([CH3:13])([CH3:12])[CH3:11])([CH3:9])[CH3:8].[CH2:30]([N:32](CC)[CH2:33]C)C.CNC.O1CCCC1. (7) Given the product [CH3:1][S:2]([N:5]1[C:9]2=[CH:10][CH:11]=[C:12]3[C:17]([N:16]=[C:15]([C:18]4[CH:19]=[CH:20][C:21]([NH:22][C:31](=[O:35])[CH2:32][CH2:33][CH3:34])=[CH:23][CH:24]=4)[N:14]=[C:13]3[N:25]3[CH2:30][CH2:29][O:28][CH2:27][CH2:26]3)=[C:8]2[CH:7]=[CH:6]1)(=[O:4])=[O:3], predict the reactants needed to synthesize it. The reactants are: [CH3:1][S:2]([N:5]1[C:9]2=[CH:10][CH:11]=[C:12]3[C:17]([N:16]=[C:15]([C:18]4[CH:24]=[CH:23][C:21]([NH2:22])=[CH:20][CH:19]=4)[N:14]=[C:13]3[N:25]3[CH2:30][CH2:29][O:28][CH2:27][CH2:26]3)=[C:8]2[CH:7]=[CH:6]1)(=[O:4])=[O:3].[C:31](Cl)(=[O:35])[CH2:32][CH2:33][CH3:34]. (8) Given the product [NH2:9][CH2:8][C:5]1[C:6]([NH2:30])=[N:7][C:18]2[C:19]3[C:24](=[CH:23][CH:22]=[CH:21][CH:20]=3)[O:15][CH2:16][C:17]=2[C:4]=1[C:3]1[CH:10]=[CH:11][C:12]([Cl:14])=[CH:13][C:2]=1[Cl:1], predict the reactants needed to synthesize it. The reactants are: [Cl:1][C:2]1[CH:13]=[C:12]([Cl:14])[CH:11]=[CH:10][C:3]=1[CH:4]=[C:5]([C:8]#[N:9])[C:6]#[N:7].[O:15]1[C:24]2[C:19](=[CH:20][CH:21]=[CH:22][CH:23]=2)[C:18](=O)[CH2:17][CH2:16]1.C([O-])(=O)C.[NH4+:30].